Dataset: Forward reaction prediction with 1.9M reactions from USPTO patents (1976-2016). Task: Predict the product of the given reaction. (1) Given the reactants N[C:2]1[CH:3]=[CH:4][C:5]([C:12]2[O:13][CH:14]=[CH:15][CH:16]=2)=[C:6]2[C:10]=1[C:9](=[O:11])[NH:8][CH2:7]2.[I-:17].[K+].II.N(OC(C)(C)C)=O, predict the reaction product. The product is: [I:17][C:2]1[CH:3]=[CH:4][C:5]([C:12]2[O:13][CH:14]=[CH:15][CH:16]=2)=[C:6]2[C:10]=1[C:9](=[O:11])[NH:8][CH2:7]2. (2) Given the reactants C(OC([N:8]1[CH2:14][CH2:13][CH2:12][N:11]([C:15]2[N:19]([CH2:20][CH2:21][N:22]3[CH:26]=[N:25][N:24]=[N:23]3)[C:18]3[CH:27]=[CH:28][CH:29]=[CH:30][C:17]=3[N:16]=2)[CH2:10][CH2:9]1)=O)(C)(C)C.Cl.O1CCOCC1.[OH-].[Na+], predict the reaction product. The product is: [N:22]1([CH2:21][CH2:20][N:19]2[C:18]3[CH:27]=[CH:28][CH:29]=[CH:30][C:17]=3[N:16]=[C:15]2[N:11]2[CH2:12][CH2:13][CH2:14][NH:8][CH2:9][CH2:10]2)[CH:26]=[N:25][N:24]=[N:23]1. (3) Given the reactants Br[C:2]1[CH:7]=[C:6]([Br:8])[CH:5]=[C:4]([CH3:9])[N:3]=1.[CH2:10]([OH:14])[CH2:11][C:12]#[CH:13], predict the reaction product. The product is: [Br:8][C:6]1[CH:5]=[C:4]([CH3:9])[N:3]=[C:2]([C:13]#[C:12][CH2:11][CH2:10][OH:14])[CH:7]=1. (4) Given the reactants [Cl:1][C:2]1[CH:7]=[C:6]([C:8]2[N:12]=[CH:11][O:10][N:9]=2)[CH:5]=[CH:4][C:3]=1[C:13]1[N:18]=[C:17]2[O:19][C:20]([CH3:25])([CH3:24])[CH2:21][CH:22]([NH2:23])[C:16]2=[CH:15][C:14]=1[C:26]1[CH:31]=[CH:30][C:29]([Cl:32])=[CH:28][CH:27]=1.[F:33][C:34]([F:41])([F:40])[CH:35]([OH:39])[C:36](O)=[O:37].CCN(CC)CC.C1CN([P+](ON2N=NC3C=CC=CC2=3)(N2CCCC2)N2CCCC2)CC1.F[P-](F)(F)(F)(F)F, predict the reaction product. The product is: [Cl:1][C:2]1[CH:7]=[C:6]([C:8]2[N:12]=[CH:11][O:10][N:9]=2)[CH:5]=[CH:4][C:3]=1[C:13]1[N:18]=[C:17]2[O:19][C:20]([CH3:24])([CH3:25])[CH2:21][CH:22]([NH:23][C:36](=[O:37])[CH:35]([OH:39])[C:34]([F:41])([F:40])[F:33])[C:16]2=[CH:15][C:14]=1[C:26]1[CH:27]=[CH:28][C:29]([Cl:32])=[CH:30][CH:31]=1. (5) Given the reactants C[C:2]1C(B2OC(C)(C)C(C)(C)O2)=C(C)[NH:4][N:3]=1.C([O-])([O-])=O.[Cs+].[Cs+].[CH3:23][C:24]1[C:28]([C:29]2[CH:30]=[C:31]([C:39]3[C:48]([CH3:49])=[CH:47]C=C4C=3C=CC=N4)[C:32]3[NH:36][C:35](=[O:37])[NH:34][C:33]=3[CH:38]=2)=[C:27]([CH3:50])[O:26][N:25]=1, predict the reaction product. The product is: [CH3:2][N:3]1[C:39]([C:31]2[C:32]3[NH:36][C:35](=[O:37])[NH:34][C:33]=3[CH:38]=[C:29]([C:28]3[C:24]([CH3:23])=[N:25][O:26][C:27]=3[CH3:50])[CH:30]=2)=[C:48]([CH3:49])[CH:47]=[N:4]1. (6) The product is: [I:1][CH2:2][C:3]1[N:4]=[C:5]([C:14]2[O:24][C:17]([CH3:20])=[CH:16][CH:15]=2)[O:6][C:7]=1[CH3:8]. Given the reactants [I:1][CH2:2][C:3]1[N:4]=[C:5]([C:14]2C=C[C:17]([CH3:20])=[CH:16][CH:15]=2)[O:6][C:7]=1[C:8]1C=CC=CC=1.C/C(/C(C)=O)=N\[OH:24].CC1OC(C=O)=CC=1, predict the reaction product.